This data is from Reaction yield outcomes from USPTO patents with 853,638 reactions. The task is: Predict the reaction yield, written as a fraction of the theoretical maximum amount of product (1.0 means a 100% yield; for example, 0.34 means a 34% yield). (1) The reactants are [Cl:1][C:2]1[C:7]([C:8](Cl)=[O:9])=[C:6]([Cl:11])[N:5]=[CH:4][N:3]=1.[Si:12]([O:19][CH2:20][CH2:21][NH:22][C:23]1[CH:24]=[CH:25][C:26]([O:29][CH2:30][C:31]([CH3:37])([CH3:36])[C:32]([O:34][CH3:35])=[O:33])=[N:27][CH:28]=1)([C:15]([CH3:18])([CH3:17])[CH3:16])([CH3:14])[CH3:13].C(N(CC)CC)C. The catalyst is O1CCCC1. The product is [Si:12]([O:19][CH2:20][CH2:21][N:22]([C:23]1[CH:24]=[CH:25][C:26]([O:29][CH2:30][C:31]([CH3:37])([CH3:36])[C:32]([O:34][CH3:35])=[O:33])=[N:27][CH:28]=1)[C:8]([C:7]1[C:6]([Cl:11])=[N:5][CH:4]=[N:3][C:2]=1[Cl:1])=[O:9])([C:15]([CH3:18])([CH3:17])[CH3:16])([CH3:13])[CH3:14]. The yield is 0.660. (2) The reactants are ClC1C=CC=C(C(OO)=[O:9])C=1.[Cl:12][C:13]1[C:22]2[C:17](=[C:18]([CH3:25])[C:19]([O:23][CH3:24])=[CH:20][CH:21]=2)[N:16]=[CH:15][CH:14]=1. The catalyst is C(Cl)(Cl)Cl. The product is [Cl:12][C:13]1[C:22]2[C:17](=[C:18]([CH3:25])[C:19]([O:23][CH3:24])=[CH:20][CH:21]=2)[N+:16]([O-:9])=[CH:15][CH:14]=1. The yield is 0.183. (3) The reactants are [CH:1]([CH:4]1[S:9][CH2:8][CH2:7][CH2:6][S:5]1)([CH3:3])[CH3:2].C([Li])CCC.[CH:15](=[O:19])[CH2:16][CH2:17][CH3:18]. The catalyst is O1CCCC1. The product is [CH:1]([C:4]1([CH:15]([OH:19])[CH2:16][CH2:17][CH3:18])[S:9][CH2:8][CH2:7][CH2:6][S:5]1)([CH3:3])[CH3:2]. The yield is 0.850. (4) The reactants are [O:1]=[C:2]1[CH2:7][CH2:6][CH:5]([CH:8]([CH3:14])[C:9]([O:11][CH2:12][CH3:13])=[O:10])[CH2:4][CH2:3]1.C(C1C=C(C)C=C(C(C)(C)C)N=1)(C)(C)C.[F:30][C:31]([F:44])([F:43])[S:32](O[S:32]([C:31]([F:44])([F:43])[F:30])(=[O:34])=[O:33])(=[O:34])=[O:33]. The catalyst is C(Cl)Cl. The product is [F:30][C:31]([F:44])([F:43])[S:32]([O:1][C:2]1[CH2:7][CH2:6][CH:5]([CH:8]([CH3:14])[C:9]([O:11][CH2:12][CH3:13])=[O:10])[CH2:4][CH:3]=1)(=[O:34])=[O:33]. The yield is 0.960. (5) The reactants are [F:1][C:2]1[CH:7]=[CH:6][CH:5]=[C:4]([F:8])[N:3]=1.[Li]CCCC.[I:14]I. The catalyst is C1(C)C=CC=CC=1. The product is [F:1][C:2]1[C:7]([I:14])=[CH:6][CH:5]=[C:4]([F:8])[N:3]=1. The yield is 0.610.